This data is from Reaction yield outcomes from USPTO patents with 853,638 reactions. The task is: Predict the reaction yield, written as a fraction of the theoretical maximum amount of product (1.0 means a 100% yield; for example, 0.34 means a 34% yield). (1) The reactants are CN(C)NC(C1SC2C(=NC=CC=2O[C:16]2[CH:21]=[CH:20][C:19]([N:22]([C:29]3C=CC=CC=3OC)[C:23](=[O:28])[CH2:24][C:25](N)=[O:26])=[CH:18][C:17]=2F)C=1)=O.[NH2:39][C:40]1[CH:62]=[CH:61][C:43]([O:44][C:45]2[CH:50]=[CH:49][N:48]=[C:47]3[CH:51]=[C:52]([C:54]([N:56]([CH3:60])[N:57]([CH3:59])[CH3:58])=[O:55])[S:53][C:46]=23)=[C:42]([F:63])[CH:41]=1. No catalyst specified. The product is [F:63][C:42]1[CH:41]=[C:40]([NH:39][C:25](=[O:26])[CH2:24][C:23]([N:22]([CH3:29])[C:19]2[CH:18]=[CH:17][CH:16]=[CH:21][CH:20]=2)=[O:28])[CH:62]=[CH:61][C:43]=1[O:44][C:45]1[CH:50]=[CH:49][N:48]=[C:47]2[CH:51]=[C:52]([C:54]([N:56]([CH3:60])[N:57]([CH3:58])[CH3:59])=[O:55])[S:53][C:46]=12. The yield is 0.430. (2) The reactants are [CH2:1]([N:3]1[C:7]2([CH2:12][CH2:11][NH:10][CH2:9][CH2:8]2)[C:6](=[O:13])[NH:5][C:4]1=[O:14])[CH3:2].C(=O)([O-])[O-].[K+].[K+].Br[CH2:22][C:23]1[N:33]([CH2:34][C:35]([CH3:38])([CH3:37])[CH3:36])[C:26]2[N:27]=[C:28]([C:31]#[N:32])[N:29]=[CH:30][C:25]=2[CH:24]=1. The catalyst is CS(C)=O. The product is [CH3:36][C:35]([CH3:38])([CH3:37])[CH2:34][N:33]1[C:26]2[N:27]=[C:28]([C:31]#[N:32])[N:29]=[CH:30][C:25]=2[CH:24]=[C:23]1[CH2:22][N:10]1[CH2:11][CH2:12][C:7]2([N:3]([CH2:1][CH3:2])[C:4](=[O:14])[NH:5][C:6]2=[O:13])[CH2:8][CH2:9]1. The yield is 0.0360. (3) The reactants are [CH2:1]([O:8][C:9](=[O:17])[CH2:10][CH2:11][CH2:12][C:13](=O)[CH2:14]Br)[C:2]1[CH:7]=[CH:6][CH:5]=[CH:4][CH:3]=1.[C:18]([NH:25][C:26]([NH2:28])=[NH:27])([O:20][C:21]([CH3:24])([CH3:23])[CH3:22])=[O:19]. The catalyst is CN(C=O)C. The product is [C:21]([O:20][C:18]([N:25]1[CH:14]=[C:13]([CH2:12][CH2:11][CH2:10][C:9]([O:8][CH2:1][C:2]2[CH:7]=[CH:6][CH:5]=[CH:4][CH:3]=2)=[O:17])[N:27]=[C:26]1[NH2:28])=[O:19])([CH3:24])([CH3:22])[CH3:23]. The yield is 0.660. (4) The reactants are [CH3:1][O:2][C:3]1[CH:8]=[C:7]([CH3:9])[C:6]([S:10](Cl)(=[O:12])=[O:11])=[C:5]([CH3:14])[CH:4]=1.[NH:15]1[C:23]2[C:18](=[CH:19][CH:20]=[CH:21][CH:22]=2)[CH2:17][C@H:16]1[CH2:24][OH:25].C(N(CC)CC)C. The catalyst is C(Cl)Cl. The product is [CH3:1][O:2][C:3]1[CH:8]=[C:7]([CH3:9])[C:6]([S:10]([N:15]2[C:23]3[C:18](=[CH:19][CH:20]=[CH:21][CH:22]=3)[CH2:17][C@H:16]2[CH2:24][OH:25])(=[O:12])=[O:11])=[C:5]([CH3:14])[CH:4]=1. The yield is 0.720. (5) The reactants are [C:1]1([CH3:14])[CH:6]=[CH:5][C:4]([NH:7][CH2:8][C:9]([O:11][CH2:12][CH3:13])=[O:10])=[CH:3][CH:2]=1.C[CH:16]([N:23]=[C:24]=[O:25])[C:17]1[CH:22]=[CH:21][CH:20]=[CH:19][CH:18]=1.[C:26]1(C)C=CC=CC=1. No catalyst specified. The product is [CH3:26][C:20]1[CH:19]=[CH:18][C:17]([CH2:16][NH:23][C:24](=[O:25])[N:7]([CH2:8][C:9]([O:11][CH2:12][CH3:13])=[O:10])[C:4]2[CH:5]=[CH:6][C:1]([CH3:14])=[CH:2][CH:3]=2)=[CH:22][CH:21]=1. The yield is 0.980. (6) The reactants are [Cl:1][C:2]1[CH:7]=[CH:6][C:5]([CH:8]2[CH2:12][N:11]([C:13]([O:15][C:16]([CH3:19])([CH3:18])[CH3:17])=[O:14])[CH:10](OC)[CH2:9]2)=[CH:4][C:3]=1[CH3:22].[BH4-].[Na+].C([O-])(O)=O.[Na+]. The catalyst is C(O)(=O)C. The product is [C:16]([O:15][C:13]([N:11]1[CH2:10][CH2:9][CH:8]([C:5]2[CH:6]=[CH:7][C:2]([Cl:1])=[C:3]([CH3:22])[CH:4]=2)[CH2:12]1)=[O:14])([CH3:19])([CH3:18])[CH3:17]. The yield is 0.970.